Dataset: Forward reaction prediction with 1.9M reactions from USPTO patents (1976-2016). Task: Predict the product of the given reaction. (1) Given the reactants [F:1][C:2]1[CH:7]=[CH:6][C:5]([N:8]2[C:13](=[O:14])[C:12]([C:15]([OH:17])=O)=[N:11][N:10]([CH:18]([CH3:20])[CH3:19])[C:9]2=[O:21])=[CH:4][CH:3]=1.[CH3:22][O:23][C:24]1[CH:25]=[C:26]2[C:31](=[CH:32][C:33]=1[O:34][CH3:35])[N:30]=[CH:29][CH:28]=[C:27]2[O:36][C:37]1[CH:42]=[CH:41][C:40]([NH2:43])=[CH:39][C:38]=1[F:44].C(N(CC)C(C)C)(C)C, predict the reaction product. The product is: [CH3:22][O:23][C:24]1[CH:25]=[C:26]2[C:31](=[CH:32][C:33]=1[O:34][CH3:35])[N:30]=[CH:29][CH:28]=[C:27]2[O:36][C:37]1[CH:42]=[CH:41][C:40]([NH:43][C:15]([C:12]2[C:13](=[O:14])[N:8]([C:5]3[CH:4]=[CH:3][C:2]([F:1])=[CH:7][CH:6]=3)[C:9](=[O:21])[N:10]([CH:18]([CH3:20])[CH3:19])[N:11]=2)=[O:17])=[CH:39][C:38]=1[F:44]. (2) The product is: [O:9]1[C:4]2([CH2:5][CH2:6][O:1][CH2:2][CH2:3]2)[O:10][CH2:7][CH2:8]1. Given the reactants [O:1]1[CH2:6][CH2:5][CH2:4][CH2:3][CH2:2]1.[CH2:7]([OH:10])[CH2:8][OH:9].O.C1(C)C=CC(S(O)(=O)=O)=CC=1.C(=O)(O)[O-].[Na+], predict the reaction product. (3) Given the reactants [C:1]1([CH:7](O)[CH2:8][CH2:9][N:10]2[CH2:15][CH2:14][CH:13]([N:16]([CH3:27])[C:17](=[O:26])[CH2:18][C:19]3[CH:24]=[CH:23][C:22]([F:25])=[CH:21][CH:20]=3)[CH2:12][CH2:11]2)[CH:6]=[CH:5][CH:4]=[CH:3][CH:2]=1.CS([Cl:33])(=O)=O, predict the reaction product. The product is: [C:1]1([CH:7]([Cl:33])[CH2:8][CH2:9][N:10]2[CH2:15][CH2:14][CH:13]([N:16]([CH3:27])[C:17](=[O:26])[CH2:18][C:19]3[CH:24]=[CH:23][C:22]([F:25])=[CH:21][CH:20]=3)[CH2:12][CH2:11]2)[CH:6]=[CH:5][CH:4]=[CH:3][CH:2]=1. (4) Given the reactants [Br:1][C:2]1[CH:3]=[C:4]([N+:12]([O-:14])=[O:13])[C:5]([CH3:11])=[C:6]([CH:10]=1)[C:7]([OH:9])=[O:8].[C:15](=O)([O-])[O-].[Na+].[Na+].CI, predict the reaction product. The product is: [Br:1][C:2]1[CH:3]=[C:4]([N+:12]([O-:14])=[O:13])[C:5]([CH3:11])=[C:6]([CH:10]=1)[C:7]([O:9][CH3:15])=[O:8]. (5) Given the reactants [N:1]([CH2:4][C:5]1[C:6]([F:23])=[C:7]([O:12][C:13]2[C:14]([Cl:22])=[C:15]([CH:18]=[C:19]([Cl:21])[CH:20]=2)[C:16]#[N:17])[C:8]([Cl:11])=[CH:9][CH:10]=1)=[N+]=[N-].C1(P(C2C=CC=CC=2)C2C=CC=CC=2)C=CC=CC=1.O, predict the reaction product. The product is: [NH2:1][CH2:4][C:5]1[C:6]([F:23])=[C:7]([O:12][C:13]2[C:14]([Cl:22])=[C:15]([CH:18]=[C:19]([Cl:21])[CH:20]=2)[C:16]#[N:17])[C:8]([Cl:11])=[CH:9][CH:10]=1. (6) Given the reactants [CH2:1]([O:4][C:5]1[CH:6]=[C:7]([O:13][S:14]([C:17]([F:20])([F:19])[F:18])(=[O:16])=[O:15])[CH:8]=[CH:9][C:10]=1[CH:11]=[CH2:12])C=C, predict the reaction product. The product is: [O:4]1[C:5]2[C:10](=[CH:9][CH:8]=[C:7]([O:13][S:14]([C:17]([F:18])([F:19])[F:20])(=[O:15])=[O:16])[CH:6]=2)[CH:11]=[CH:12][CH2:1]1.